From a dataset of Catalyst prediction with 721,799 reactions and 888 catalyst types from USPTO. Predict which catalyst facilitates the given reaction. (1) Reactant: [CH2:1]([C@H:8]([NH:28][C:29](=[O:45])[O:30][CH2:31][CH:32]1[C:44]2[CH:43]=[CH:42][CH:41]=[CH:40][C:39]=2[C:38]2[C:33]1=[CH:34][CH:35]=[CH:36][CH:37]=2)[C@@H:9]([OH:27])[CH2:10][C@@H:11]([NH:19]C(OC(C)(C)C)=O)[CH2:12][C:13]1[CH:18]=[CH:17][CH:16]=[CH:15][CH:14]=1)[C:2]1[CH:7]=[CH:6][CH:5]=[CH:4][CH:3]=1.Cl. Product: [NH2:19][C@@H:11]([CH2:12][C:13]1[CH:14]=[CH:15][CH:16]=[CH:17][CH:18]=1)[CH2:10][C@H:9]([OH:27])[C@@H:8]([NH:28][C:29](=[O:45])[O:30][CH2:31][CH:32]1[C:33]2[CH:34]=[CH:35][CH:36]=[CH:37][C:38]=2[C:39]2[C:44]1=[CH:43][CH:42]=[CH:41][CH:40]=2)[CH2:1][C:2]1[CH:3]=[CH:4][CH:5]=[CH:6][CH:7]=1. The catalyst class is: 12. (2) Reactant: [C:1]([O:5][C:6]([N:8]1[CH2:12][CH2:11][CH:10]([CH2:13][OH:14])[CH2:9]1)=[O:7])([CH3:4])([CH3:3])[CH3:2].CCN(C(C)C)C(C)C.[S:24](Cl)([CH3:27])(=[O:26])=[O:25]. Product: [C:1]([O:5][C:6]([N:8]1[CH2:12][CH2:11][CH:10]([CH2:13][O:14][S:24]([CH3:27])(=[O:26])=[O:25])[CH2:9]1)=[O:7])([CH3:4])([CH3:3])[CH3:2]. The catalyst class is: 2. (3) Reactant: Cl[C:2]1[CH:7]=[N:6][CH:5]=[C:4]([C:8]2[CH:13]=[CH:12][CH:11]=[CH:10][CH:9]=2)[N:3]=1.[CH3:14][OH:15].[CH2:16](N(CC)CC)C.[C]=O.[OH2:25]. Product: [C:8]1([C:4]2[N:3]=[C:2]([C:14]([O:25][CH3:16])=[O:15])[CH:7]=[N:6][CH:5]=2)[CH:13]=[CH:12][CH:11]=[CH:10][CH:9]=1. The catalyst class is: 45. (4) Reactant: C[O:2][C:3]1[N:8]=[C:7]([O:9]C)[C:6]([C:11]2[CH:16]=[CH:15][CH:14]=[CH:13][C:12]=2[CH3:17])=[CH:5][N:4]=1. Product: [C:12]1([CH3:17])[CH:13]=[CH:14][CH:15]=[CH:16][C:11]=1[C:6]1[C:7](=[O:9])[NH:8][C:3](=[O:2])[NH:4][CH:5]=1. The catalyst class is: 5. (5) Reactant: Cl.Cl[CH2:3][CH2:4][CH2:5][N:6]1[CH2:11][CH2:10][CH2:9][CH2:8][CH2:7]1.NC(N)=[S:14].[OH-].[Na+]. Product: [N:6]1([CH2:5][CH2:4][CH2:3][SH:14])[CH2:11][CH2:10][CH2:9][CH2:8][CH2:7]1. The catalyst class is: 40. (6) Reactant: [CH:1]1([O:4][CH2:5][CH2:6][OH:7])[CH2:3][CH2:2]1.C(N(CC)CC)C.[CH3:15][C:16]1[CH:21]=[CH:20][C:19]([S:22](Cl)(=[O:24])=[O:23])=[CH:18][CH:17]=1. Product: [CH:1]1([O:4][CH2:5][CH2:6][O:7][S:22]([C:19]2[CH:20]=[CH:21][C:16]([CH3:15])=[CH:17][CH:18]=2)(=[O:24])=[O:23])[CH2:3][CH2:2]1. The catalyst class is: 4.